From a dataset of Catalyst prediction with 721,799 reactions and 888 catalyst types from USPTO. Predict which catalyst facilitates the given reaction. Reactant: [CH2:1]([CH:4]1[NH:8][C@H:7]([C:9]([O:11][CH2:12][C:13]2[CH:18]=[CH:17][CH:16]=[CH:15][CH:14]=2)=[O:10])[CH2:6][CH2:5]1)[CH:2]=[CH2:3].[C:19]([O:23][C:24]([NH:26][C@@H:27]([CH2:31][CH:32]=[CH2:33])[C:28](O)=[O:29])=[O:25])([CH3:22])([CH3:21])[CH3:20].CCN=C=NCCCN(C)C.Cl.C1C=CC2N(O)N=NC=2C=1.CCN(C(C)C)C(C)C. Product: [CH2:1]([CH:4]1[N:8]([C:28](=[O:29])[C@@H:27]([NH:26][C:24]([O:23][C:19]([CH3:22])([CH3:21])[CH3:20])=[O:25])[CH2:31][CH:32]=[CH2:33])[C@H:7]([C:9]([O:11][CH2:12][C:13]2[CH:14]=[CH:15][CH:16]=[CH:17][CH:18]=2)=[O:10])[CH2:6][CH2:5]1)[CH:2]=[CH2:3]. The catalyst class is: 18.